Task: Predict which catalyst facilitates the given reaction.. Dataset: Catalyst prediction with 721,799 reactions and 888 catalyst types from USPTO (1) The catalyst class is: 5. Reactant: Cl[C:2]1[C:11]2[N:12]=[C:13]([CH2:29][O:30][CH2:31][CH3:32])[N:14]([CH2:15][CH2:16][CH2:17][C:18]3[O:22][N:21]=[C:20]([C:23]4[CH:28]=[CH:27][CH:26]=[CH:25][CH:24]=4)[CH:19]=3)[C:10]=2[C:9]2[CH:8]=[CH:7][CH:6]=[CH:5][C:4]=2[N:3]=1.[NH3:33]. Product: [CH2:31]([O:30][CH2:29][C:13]1[N:14]([CH2:15][CH2:16][CH2:17][C:18]2[O:22][N:21]=[C:20]([C:23]3[CH:28]=[CH:27][CH:26]=[CH:25][CH:24]=3)[CH:19]=2)[C:10]2[C:9]3[CH:8]=[CH:7][CH:6]=[CH:5][C:4]=3[N:3]=[C:2]([NH2:33])[C:11]=2[N:12]=1)[CH3:32]. (2) Reactant: [Cl:1][C:2]1[CH:3]=[C:4]([C:8]2[CH:13]=[CH:12][C:11]([CH2:14][C@H:15]([NH:25][C:26](=[O:32])[O:27][C:28]([CH3:31])([CH3:30])[CH3:29])[C:16]3[N:20](CCC#N)[N:19]=[N:18][N:17]=3)=[CH:10][CH:9]=2)[CH:5]=[CH:6][CH:7]=1.C1CCN2C(=NCCC2)CC1. Product: [Cl:1][C:2]1[CH:3]=[C:4]([C:8]2[CH:9]=[CH:10][C:11]([CH2:14][C@H:15]([NH:25][C:26](=[O:32])[O:27][C:28]([CH3:30])([CH3:29])[CH3:31])[C:16]3[NH:20][N:19]=[N:18][N:17]=3)=[CH:12][CH:13]=2)[CH:5]=[CH:6][CH:7]=1. The catalyst class is: 2.